This data is from Full USPTO retrosynthesis dataset with 1.9M reactions from patents (1976-2016). The task is: Predict the reactants needed to synthesize the given product. (1) Given the product [Cl:1][C:2]1[CH:3]=[C:4]([C:8]2([C:25]3[CH:26]=[C:27]([CH:30]4[O:34][CH2:33][CH2:32][O:31]4)[S:28][CH:29]=3)[CH2:9][CH2:10][CH2:11][NH:12]2)[CH:5]=[CH:6][CH:7]=1, predict the reactants needed to synthesize it. The reactants are: [Cl:1][C:2]1[CH:3]=[C:4]([C:8]2[CH2:9][CH2:10][CH2:11][N:12]=2)[CH:5]=[CH:6][CH:7]=1.[Li]CCCC.CCCCCC.Br[C:25]1[CH:26]=[C:27]([CH:30]2[O:34][CH2:33][CH2:32][O:31]2)[S:28][CH:29]=1. (2) The reactants are: [C:1]([O:4][CH2:5][C@H:6]([N:8]1[CH:17]=[CH:16][C:15]2[C:10](=[CH:11][CH:12]=[C:13]([CH:21]3[CH2:23][CH2:22]3)[C:14]=2[N+:18]([O-])=O)[C:9]1=[O:24])[CH3:7])(=[O:3])[CH3:2].C(O)C. Given the product [C:1]([O:4][CH2:5][C@H:6]([N:8]1[CH:17]=[CH:16][C:15]2[C:10](=[CH:11][CH:12]=[C:13]([CH:21]3[CH2:22][CH2:23]3)[C:14]=2[NH2:18])[C:9]1=[O:24])[CH3:7])(=[O:3])[CH3:2], predict the reactants needed to synthesize it. (3) Given the product [NH2:1][C:2]1[C:3]([C:22]([NH2:24])=[O:23])=[CH:4][C:5]2[C:13]3[C:8](=[CH:9][CH:10]=[CH:11][CH:12]=3)[NH:7][C:6]=2[N:21]=1, predict the reactants needed to synthesize it. The reactants are: [NH2:1][C:2]1[C:3]([C:22]([NH2:24])=[O:23])=[CH:4][C:5]2[C:13]3[C:8](=[CH:9][CH:10]=[CH:11][CH:12]=3)[N:7](CC3C=CC=CC=3)[C:6]=2[N:21]=1.[Al+3].[Cl-].[Cl-].[Cl-]. (4) Given the product [C:16]([NH:3][CH:6]1[CH2:7][CH2:23]1)([O:18][C:19]([CH3:20])([CH3:21])[CH3:22])=[O:17], predict the reactants needed to synthesize it. The reactants are: CC[N:3]([CH2:6][CH3:7])CC.[CH3:20][C:19]([O:18][C:16](O[C:16]([O:18][C:19]([CH3:22])([CH3:21])[CH3:20])=[O:17])=[O:17])([CH3:22])[CH3:21].[CH3:23]O. (5) Given the product [CH2:20]([CH:19]([NH:27][C:28]([C:30]1[CH:39]=[N:38][C:37]2[C:32](=[CH:33][CH:34]=[CH:35][CH:36]=2)[N:31]=1)=[O:29])[CH:7]([O:6][Si:5]([C:1]([CH3:4])([CH3:3])[CH3:2])([CH3:41])[CH3:40])[CH2:8][CH:9]([C:10](=[O:11])[NH:45][CH2:44][CH2:42][OH:43])[CH2:13][CH2:14][C:15]([F:18])([CH3:17])[CH3:16])[C:21]1[CH:26]=[CH:25][CH:24]=[CH:23][CH:22]=1, predict the reactants needed to synthesize it. The reactants are: [C:1]([Si:5]([CH3:41])([CH3:40])[O:6][CH:7]([CH:19]([NH:27][C:28]([C:30]1[CH:39]=[N:38][C:37]2[C:32](=[CH:33][CH:34]=[CH:35][CH:36]=2)[N:31]=1)=[O:29])[CH2:20][C:21]1[CH:26]=[CH:25][CH:24]=[CH:23][CH:22]=1)[CH2:8][CH:9]([CH2:13][CH2:14][C:15]([F:18])([CH3:17])[CH3:16])[C:10](O)=[O:11])([CH3:4])([CH3:3])[CH3:2].[CH2:42]([CH2:44][NH2:45])[OH:43].ON1C2C=CC=CC=2N=N1.Cl.CN(C)CCCN=C=NCC.C(N(CC)CC)C. (6) The reactants are: [N+:1]([C:4]1[C:12]([NH2:13])=[CH:11][CH:10]=[C:9]2[C:5]=1[CH2:6][CH2:7][CH2:8]2)([O-])=[O:2].[N:14]#[C:15][NH2:16].[CH]Cl.[OH-].[Na+]. Given the product [N+:1]1([O-:2])[C:4]2[C:5]3[CH2:6][CH2:7][CH2:8][C:9]=3[CH:10]=[CH:11][C:12]=2[N:13]=[C:15]([NH2:16])[N:14]=1, predict the reactants needed to synthesize it.